From a dataset of Reaction yield outcomes from USPTO patents with 853,638 reactions. Predict the reaction yield, written as a fraction of the theoretical maximum amount of product (1.0 means a 100% yield; for example, 0.34 means a 34% yield). The reactants are C(OC([N:8]1[CH2:11][C:10]2([CH2:16][CH2:15][N:14]([C:17](=[O:19])[CH3:18])[CH2:13][CH2:12]2)[CH2:9]1)=O)(C)(C)C.C(O)(C(F)(F)F)=O. The catalyst is C(Cl)Cl. The product is [CH2:9]1[C:10]2([CH2:16][CH2:15][N:14]([C:17](=[O:19])[CH3:18])[CH2:13][CH2:12]2)[CH2:11][NH:8]1. The yield is 0.790.